Dataset: Reaction yield outcomes from USPTO patents with 853,638 reactions. Task: Predict the reaction yield, written as a fraction of the theoretical maximum amount of product (1.0 means a 100% yield; for example, 0.34 means a 34% yield). (1) The reactants are [CH3:1][O:2][C:3](=[O:10])[CH2:4][C:5]1[S:6][CH:7]=[CH:8][CH:9]=1.Cl.[CH2:12]=O.[CH3:14][S:15]([NH2:18])(=[O:17])=[O:16]. The catalyst is O1CCOCC1.[Cl-].[Zn+2].[Cl-].CCOC(C)=O. The product is [CH3:1][O:2][C:3](=[O:10])[CH2:4][C:5]1[S:6][C:7]([CH2:12][NH:18][S:15]([CH3:14])(=[O:17])=[O:16])=[CH:8][CH:9]=1. The yield is 0.690. (2) No catalyst specified. The reactants are [C:1]([C:5]1[CH:10]=[CH:9][C:8]([OH:11])=[CH:7][CH:6]=1)([CH3:4])([CH3:3])[CH3:2].CO.O.C(Cl)[Cl:16]. The product is [C:1]([C:5]1[CH:6]=[CH:7][C:8]([OH:11])=[C:9]([Cl:16])[CH:10]=1)([CH3:4])([CH3:2])[CH3:3]. The yield is 0.950. (3) The reactants are [O-:1][N+:2]1[C:7]2[CH:8]=[CH:9][CH:10]=[CH:11][C:6]=2[N+:5]([O-:12])=[C:4]([NH:13][CH2:14][CH2:15][CH2:16][NH2:17])[N:3]=1.N1([C:23]([C:25]2[C:38]3[C:29](=[CH:30][C:31]4[C:36]([N:37]=3)=[CH:35][CH:34]=[CH:33][CH:32]=4)[CH:28]=[CH:27][CH:26]=2)=[O:24])C=CN=C1. The catalyst is C(Cl)Cl. The product is [O-:1][N+:2]1[C:7]2[CH:8]=[CH:9][CH:10]=[CH:11][C:6]=2[N+:5]([O-:12])=[C:4]([NH:13][CH2:14][CH2:15][CH2:16][NH:17][C:23]([C:25]2[C:38]3[C:29](=[CH:30][C:31]4[C:36]([N:37]=3)=[CH:35][CH:34]=[CH:33][CH:32]=4)[CH:28]=[CH:27][CH:26]=2)=[O:24])[N:3]=1. The yield is 0.800. (4) The reactants are [H-].[Na+].[CH3:3][CH2:4][O:5][C:6]([CH:8](P(OCC)(OCC)=O)[CH3:9])=[O:7].[CH:18]([C:21]1[CH:28]=[CH:27][C:24]([CH:25]=O)=[CH:23][CH:22]=1)([CH3:20])[CH3:19].O. The catalyst is CN(C)C=O. The product is [CH:18]([C:21]1[CH:28]=[CH:27][C:24]([CH:25]=[C:8]([CH3:9])[C:6]([O:5][CH2:4][CH3:3])=[O:7])=[CH:23][CH:22]=1)([CH3:20])[CH3:19]. The yield is 0.960. (5) The reactants are [CH:1]#[C:2][CH2:3][NH:4][C@H:5]1[C:9]2[CH:10]=[CH:11][CH:12]=[CH:13][C:8]=2[CH2:7][CH2:6]1.[CH3:14][S:15]([OH:18])(=[O:17])=[O:16]. No catalyst specified. The product is [CH3:14][S:15]([OH:18])(=[O:17])=[O:16].[CH:1]#[C:2][CH2:3][NH:4][C@H:5]1[C:9]2[CH:10]=[CH:11][CH:12]=[CH:13][C:8]=2[CH2:7][CH2:6]1. The yield is 0.855. (6) The reactants are [H-].[Na+].[CH:3](=[N:10][C@H:11]([C:13]([O:15][C:16]([CH3:19])([CH3:18])[CH3:17])=[O:14])[CH3:12])[C:4]1[CH:9]=[CH:8][CH:7]=[CH:6][CH:5]=1.Br[CH2:21][S:22][CH2:23][C:24]1[CH:29]=[CH:28][CH:27]=[CH:26][CH:25]=1. The catalyst is C1COCC1. The product is [CH2:23]([S:22][CH2:21][C@@:11]([CH3:12])([C:13]([O:15][C:16]([CH3:19])([CH3:18])[CH3:17])=[O:14])[N:10]=[CH:3][C:4]1[CH:9]=[CH:8][CH:7]=[CH:6][CH:5]=1)[C:24]1[CH:29]=[CH:28][CH:27]=[CH:26][CH:25]=1. The yield is 0.860. (7) The reactants are C([Li])CCC.[CH2:6]([C:8]1[CH:13]=[CH:12][C:11]([O:14][CH3:15])=[CH:10][CH:9]=1)[CH3:7].CN(C)CCN(C)C.[C:24](=[O:26])=[O:25].[OH-].[Na+]. The catalyst is C(OCC)C. The product is [CH2:6]([C:8]1[CH:9]=[CH:10][C:11]([O:14][CH3:15])=[C:12]([CH:13]=1)[C:24]([OH:26])=[O:25])[CH3:7]. The yield is 0.370. (8) The reactants are [CH2:1]([O:3][C:4]1[CH:9]=[CH:8][CH:7]=[CH:6][C:5]=1[C:10]1[N:15]=[CH:14][N:13]=[C:12]([NH:16][C:17]([CH:19]2[CH2:24][CH2:23][NH:22][CH2:21][CH2:20]2)=[O:18])[CH:11]=1)[CH3:2].C(=O)([O-])[O-].[K+].[K+].[CH2:31](Br)[C:32]1[CH:37]=[CH:36][CH:35]=[CH:34][CH:33]=1. The catalyst is CN(C=O)C. The product is [CH2:1]([O:3][C:4]1[CH:9]=[CH:8][CH:7]=[CH:6][C:5]=1[C:10]1[N:15]=[CH:14][N:13]=[C:12]([NH:16][C:17]([CH:19]2[CH2:24][CH2:23][N:22]([CH2:31][C:32]3[CH:37]=[CH:36][CH:35]=[CH:34][CH:33]=3)[CH2:21][CH2:20]2)=[O:18])[CH:11]=1)[CH3:2]. The yield is 0.210. (9) The reactants are [H-].[Al+3].[Li+].[H-].[H-].[H-].[O:7]1[C:11]2([CH2:15][CH2:14][CH2:13][CH:12]2[C:16](OCC)=[O:17])[O:10][CH2:9][CH2:8]1. The catalyst is O1CCCC1. The product is [O:7]1[C:11]2([CH2:15][CH2:14][CH2:13][CH:12]2[CH2:16][OH:17])[O:10][CH2:9][CH2:8]1. The yield is 0.770.